Dataset: Full USPTO retrosynthesis dataset with 1.9M reactions from patents (1976-2016). Task: Predict the reactants needed to synthesize the given product. Given the product [CH3:24][NH:25][C:26]([NH:28][C:29]1[CH:34]=[CH:33][C:32]([C:2]2[N:11]=[CH:10][C:9]3[N:8]([CH:12]4[CH2:17][CH2:16][O:15][CH2:14][CH2:13]4)[C:7](=[O:18])[C:6]4([CH3:23])[CH2:19][O:20][CH2:21][CH2:22][N:5]4[C:4]=3[N:3]=2)=[CH:31][CH:30]=1)=[O:27], predict the reactants needed to synthesize it. The reactants are: Cl[C:2]1[N:11]=[CH:10][C:9]2[N:8]([CH:12]3[CH2:17][CH2:16][O:15][CH2:14][CH2:13]3)[C:7](=[O:18])[C:6]3([CH3:23])[CH2:19][O:20][CH2:21][CH2:22][N:5]3[C:4]=2[N:3]=1.[CH3:24][NH:25][C:26]([NH:28][C:29]1[CH:34]=[CH:33][C:32](B2OC(C)(C)C(C)(C)O2)=[CH:31][CH:30]=1)=[O:27].C(=O)(O)[O-].[Na+].